Dataset: Peptide-MHC class I binding affinity with 185,985 pairs from IEDB/IMGT. Task: Regression. Given a peptide amino acid sequence and an MHC pseudo amino acid sequence, predict their binding affinity value. This is MHC class I binding data. (1) The binding affinity (normalized) is 0.0847. The MHC is HLA-B08:02 with pseudo-sequence HLA-B08:02. The peptide sequence is WFREDRSPV. (2) The peptide sequence is YPQLSAIAL. The MHC is HLA-A11:01 with pseudo-sequence HLA-A11:01. The binding affinity (normalized) is 0.0847.